The task is: Predict the reaction yield, written as a fraction of the theoretical maximum amount of product (1.0 means a 100% yield; for example, 0.34 means a 34% yield).. This data is from Reaction yield outcomes from USPTO patents with 853,638 reactions. (1) The reactants are [Cl-].O[NH3+:3].[C:4](=[O:7])([O-])[OH:5].[Na+].CS(C)=O.[CH2:13]([C:17]1[N:18]=[C:19]([CH3:55])[N:20]([CH2:39][CH:40]([O:47][Si](C(C)(C)C)(C)C)[C:41]2[CH:46]=[CH:45][CH:44]=[CH:43][CH:42]=2)[C:21](=[O:38])[C:22]=1[CH2:23][C:24]1[CH:29]=[CH:28][C:27]([C:30]2[C:31]([C:36]#[N:37])=[CH:32][CH:33]=[CH:34][CH:35]=2)=[CH:26][CH:25]=1)[CH2:14][CH2:15][CH3:16]. The catalyst is C(OCC)(=O)C. The product is [CH2:13]([C:17]1[N:18]=[C:19]([CH3:55])[N:20]([CH2:39][CH:40]([OH:47])[C:41]2[CH:42]=[CH:43][CH:44]=[CH:45][CH:46]=2)[C:21](=[O:38])[C:22]=1[CH2:23][C:24]1[CH:29]=[CH:28][C:27]([C:30]2[CH:35]=[CH:34][CH:33]=[CH:32][C:31]=2[C:36]2[NH:37][C:4](=[O:7])[O:5][N:3]=2)=[CH:26][CH:25]=1)[CH2:14][CH2:15][CH3:16]. The yield is 0.560. (2) The product is [CH3:1][O:2][C:3]([C:5]1[CH:14]=[C:13]([O:15][CH2:16][O:17][CH2:18][CH2:19][Si:20]([CH3:23])([CH3:22])[CH3:21])[C:12]2[C:7](=[C:8]([N:31]3[CH2:32][CH2:33][CH2:34][N:28]([CH3:27])[CH2:29][CH2:30]3)[CH:9]=[C:10]([O:24][CH3:25])[CH:11]=2)[N:6]=1)=[O:4]. The reactants are [CH3:1][O:2][C:3]([C:5]1(Br)[CH:14]=[C:13]([O:15][CH2:16][O:17][CH2:18][CH2:19][Si:20]([CH3:23])([CH3:22])[CH3:21])[C:12]2[C:7](=[CH:8][CH:9]=[C:10]([O:24][CH3:25])[CH:11]=2)[NH:6]1)=[O:4].[CH3:27][N:28]1[CH2:34][CH2:33][CH2:32][NH:31][CH2:30][CH2:29]1.C1C=CC(P(C2C(C3C(P(C4C=CC=CC=4)C4C=CC=CC=4)=CC=C4C=3C=CC=C4)=C3C(C=CC=C3)=CC=2)C2C=CC=CC=2)=CC=1.C(=O)([O-])[O-].[Cs+].[Cs+]. The catalyst is C1(C)C=CC=CC=1. The yield is 0.920. (3) The reactants are C(O)(C(F)(F)F)=O.C(OC([N:15]1[CH2:19][CH2:18][CH2:17][C@H:16]1[C:20]1[NH:21][C:22]([C:25]2[S:29][C:28]([C:30]3[S:31][C:32]([C:35]4[N:36]=[C:37]([C@@H:40]5[CH2:44][CH2:43][CH2:42][N:41]5C(OC(C)(C)C)=O)[NH:38][CH:39]=4)=[CH:33][N:34]=3)=[N:27][CH:26]=2)=[CH:23][N:24]=1)=O)(C)(C)C. The catalyst is ClCCl. The product is [NH:41]1[CH2:42][CH2:43][CH2:44][C@H:40]1[C:37]1[NH:38][CH:39]=[C:35]([C:32]2[S:31][C:30]([C:28]3[S:29][C:25]([C:22]4[N:21]=[C:20]([C@@H:16]5[CH2:17][CH2:18][CH2:19][NH:15]5)[NH:24][CH:23]=4)=[CH:26][N:27]=3)=[N:34][CH:33]=2)[N:36]=1. The yield is 0.990. (4) The reactants are [F:1][CH:2]([F:21])[O:3][C:4]1[CH:9]=[CH:8][C:7]([C:10](=O)[C:11]([C:13]2[CH:18]=[CH:17][CH:16]=[CH:15]C=2)=O)=[CH:6][C:5]=1[CH3:20].[C:22](=[O:25])([O-])[O-].[Na+].[Na+].Cl.[CH3:29][NH:30][C:31]([NH2:33])=[NH:32]. The catalyst is C(O)C. The product is [NH2:33][C:31]1[N:30]([CH3:29])[C:22](=[O:25])[C:10]([C:7]2[CH:8]=[CH:9][C:4]([O:3][CH:2]([F:1])[F:21])=[C:5]([CH3:20])[CH:6]=2)([C:11]2[CH:13]=[CH:18][CH:17]=[CH:16][CH:15]=2)[N:32]=1. The yield is 0.860. (5) The reactants are C([O:8][C:9]1[CH:14]=[CH:13][C:12]([C:15]2[C:24]3[C:23](=[O:25])[NH:22][C:21]4[CH:26]=[C:27]([N:30]5[CH2:35][CH2:34][NH:33][CH2:32][CH2:31]5)[CH:28]=[CH:29][C:20]=4[C:19]=3[C:18]3[C:36]([CH3:48])=[N:37][N:38](CC4C=CC(OC)=CC=4)[C:17]=3[N:16]=2)=[CH:11][C:10]=1[C:49]([F:52])([F:51])[F:50])C1C=CC=CC=1.C(OC(C)C)(C)C.[ClH:60].O1CCOCC1. The catalyst is FC(F)(F)C(O)=O. The product is [ClH:60].[OH:8][C:9]1[CH:14]=[CH:13][C:12]([C:15]2[C:24]3[C:23](=[O:25])[NH:22][C:21]4[CH:26]=[C:27]([N:30]5[CH2:31][CH2:32][NH:33][CH2:34][CH2:35]5)[CH:28]=[CH:29][C:20]=4[C:19]=3[C:18]3[C:36]([CH3:48])=[N:37][NH:38][C:17]=3[N:16]=2)=[CH:11][C:10]=1[C:49]([F:52])([F:51])[F:50]. The yield is 0.360.